Predict the product of the given reaction. From a dataset of Forward reaction prediction with 1.9M reactions from USPTO patents (1976-2016). (1) Given the reactants [F:1][C:2]1[CH:35]=[C:34]([F:36])[CH:33]=[CH:32][C:3]=1[CH2:4][N:5]([CH2:16][C:17]1[CH:31]=[CH:30][C:20]([O:21][C:22]2[CH:23]=[CH:24][C:25]([F:29])=[C:26]([OH:28])[CH:27]=2)=[CH:19][CH:18]=1)[C:6]1[CH:11]=[CH:10][CH:9]=[C:8]([N+:12]([O-:14])=[O:13])[C:7]=1[CH3:15].[C:37]([O:41][CH2:42][CH3:43])(=[O:40])[CH2:38]O, predict the reaction product. The product is: [F:1][C:2]1[CH:35]=[C:34]([F:36])[CH:33]=[CH:32][C:3]=1[CH2:4][N:5]([CH2:16][C:17]1[CH:31]=[CH:30][C:20]([O:21][C:22]2[CH:23]=[CH:24][C:25]([F:29])=[C:26]([CH:27]=2)[O:28][CH2:38][C:37]([O:41][CH2:42][CH3:43])=[O:40])=[CH:19][CH:18]=1)[C:6]1[CH:11]=[CH:10][CH:9]=[C:8]([N+:12]([O-:14])=[O:13])[C:7]=1[CH3:15]. (2) Given the reactants [CH:1]1([C:4]2[N:9]=[C:8]([C:10]([NH:12][C:13]3[CH:14]=[N:15][N:16]([CH2:22][CH2:23][O:24]C4CCCCO4)[C:17]=3[C:18](=[O:21])[NH:19][CH3:20])=[O:11])[C:7]([NH:31][C:32]3[CH:33]=[N:34][CH:35]=[N:36][CH:37]=3)=[N:6][CH:5]=2)[CH2:3][CH2:2]1.C1(C)C=CC(S(O)(=O)=O)=CC=1, predict the reaction product. The product is: [OH:24][CH2:23][CH2:22][N:16]1[C:17]([C:18](=[O:21])[NH:19][CH3:20])=[C:13]([NH:12][C:10]([C:8]2[C:7]([NH:31][C:32]3[CH:33]=[N:34][CH:35]=[N:36][CH:37]=3)=[N:6][CH:5]=[C:4]([CH:1]3[CH2:3][CH2:2]3)[N:9]=2)=[O:11])[CH:14]=[N:15]1. (3) Given the reactants [N+:1]([C:4]1[CH:12]=[CH:11][CH:10]=[C:9]2[C:5]=1[CH2:6][CH2:7][C:8]2=[O:13])([O-:3])=[O:2].[Na], predict the reaction product. The product is: [N+:1]([C:4]1[CH:12]=[CH:11][CH:10]=[C:9]2[C:5]=1[CH2:6][CH2:7][CH:8]2[OH:13])([O-:3])=[O:2]. (4) Given the reactants [C:1](#[N:3])[CH3:2].[F:4][C:5]([F:17])([F:16])[C:6]1[N:11]=[CH:10][C:9]([C:12](O)([CH3:14])[CH3:13])=[CH:8][CH:7]=1.S(=O)(=O)(O)[OH:19].N, predict the reaction product. The product is: [CH3:13][C:12]([NH:3][C:1](=[O:19])[CH3:2])([C:9]1[CH:10]=[N:11][C:6]([C:5]([F:17])([F:16])[F:4])=[CH:7][CH:8]=1)[CH3:14]. (5) Given the reactants C1(O[C:8](=[O:24])[NH:9][C:10]2[CH:15]=[C:14]([O:16][C@H:17]([CH3:21])[CH2:18][O:19][CH3:20])[C:13]([C:22]#[N:23])=[CH:12][N:11]=2)C=CC=CC=1.C(C1C=CC(NC([N:36]2C[CH2:41][CH2:40][CH2:39][C:38]3[CH:43]=[CH:44][C:45]([CH:47]([O:50]C)OC)=[N:46][C:37]2=3)=O)=NC=1)#N.[CH3:52][N:53]([CH:55]=[O:56])[CH3:54], predict the reaction product. The product is: [C:22]([C:13]1[C:14]([O:16][C@H:17]([CH3:21])[CH2:18][O:19][CH3:20])=[CH:15][C:10]([NH:9][C:8]([N:36]2[C:37]3[C:38](=[CH:43][C:44]([CH2:52][N:53]4[CH2:54][CH2:54][N:53]([CH3:55])[CH2:52][C:55]4=[O:56])=[C:45]([CH:47]=[O:50])[N:46]=3)[CH2:39][CH2:40][CH2:41]2)=[O:24])=[N:11][CH:12]=1)#[N:23]. (6) Given the reactants [CH3:1][O:2][C:3]1[C:4]([N+:16]([O-:18])=[O:17])=[C:5]([CH:9]=[C:10]([O:14][CH3:15])[C:11]=1[O:12][CH3:13])[CH2:6]CO.P(Br)(Br)[Br:20], predict the reaction product. The product is: [N+:16]([C:4]1[C:3]([O:2][CH3:1])=[C:11]([O:12][CH3:13])[C:10]([O:14][CH3:15])=[CH:9][C:5]=1[CH2:6][Br:20])([O-:18])=[O:17]. (7) Given the reactants [N+:1]([C:4]1[C:5]([N:10]2[CH2:15][CH2:14][CH:13]([C:16]([O:18][CH3:19])=[O:17])[CH2:12][CH2:11]2)=[N:6][CH:7]=[CH:8][CH:9]=1)([O-:3])=[O:2].C1C(=O)N([Br:27])C(=O)C1, predict the reaction product. The product is: [Br:27][C:8]1[CH:9]=[C:4]([N+:1]([O-:3])=[O:2])[C:5]([N:10]2[CH2:15][CH2:14][CH:13]([C:16]([O:18][CH3:19])=[O:17])[CH2:12][CH2:11]2)=[N:6][CH:7]=1. (8) Given the reactants [N:1]1[CH:6]=[CH:5][CH:4]=[C:3]([NH:7][C:8](=[O:15])OCC(Cl)(Cl)Cl)[N:2]=1.[F:16][C:17]1[CH:22]=[CH:21][C:20]([C:23]2[N:24]=[C:25]([N:28]3[CH2:33][CH2:32][NH:31][CH2:30][CH2:29]3)[S:26][CH:27]=2)=[CH:19][CH:18]=1.C(N(C(C)C)CC)(C)C.O, predict the reaction product. The product is: [F:16][C:17]1[CH:22]=[CH:21][C:20]([C:23]2[N:24]=[C:25]([N:28]3[CH2:29][CH2:30][N:31]([C:8]([NH:7][C:3]4[N:2]=[N:1][CH:6]=[CH:5][CH:4]=4)=[O:15])[CH2:32][CH2:33]3)[S:26][CH:27]=2)=[CH:19][CH:18]=1. (9) Given the reactants [F:1][C:2]([F:24])([F:23])[O:3][C:4]1[CH:5]=[C:6]([C:10]2[CH:19]=[CH:18][C:17]3[C:12](=[C:13]([C:20](O)=[O:21])[CH:14]=[CH:15][CH:16]=3)[N:11]=2)[CH:7]=[CH:8][CH:9]=1.CN(C(ON1N=[N:40][C:35]2[CH:36]=[CH:37][CH:38]=[N:39][C:34]1=2)=[N+](C)C)C.F[P-](F)(F)(F)(F)F.NC1C=NC=CC=1.CCN(C(C)C)C(C)C, predict the reaction product. The product is: [N:39]1[CH:38]=[CH:37][CH:36]=[C:35]([NH:40][C:20]([C:13]2[CH:14]=[CH:15][CH:16]=[C:17]3[C:12]=2[N:11]=[C:10]([C:6]2[CH:7]=[CH:8][CH:9]=[C:4]([O:3][C:2]([F:24])([F:23])[F:1])[CH:5]=2)[CH:19]=[CH:18]3)=[O:21])[CH:34]=1.